From a dataset of Full USPTO retrosynthesis dataset with 1.9M reactions from patents (1976-2016). Predict the reactants needed to synthesize the given product. (1) Given the product [Cl:1][C:2]1[CH:9]=[CH:8][C:5]([CH:6]=[O:7])=[CH:4][C:3]=1[O:10][CH2:11][CH3:12], predict the reactants needed to synthesize it. The reactants are: [Cl:1][C:2]1[CH:9]=[CH:8][C:5]([CH2:6][OH:7])=[CH:4][C:3]=1[O:10][CH2:11][CH3:12]. (2) Given the product [C:1]([C:3]1([CH2:14][F:22])[CH2:6][N:5]([C:7]([O:9][C:10]([CH3:13])([CH3:12])[CH3:11])=[O:8])[CH2:4]1)#[N:2], predict the reactants needed to synthesize it. The reactants are: [C:1]([C:3]1([CH2:14]O)[CH2:6][N:5]([C:7]([O:9][C:10]([CH3:13])([CH3:12])[CH3:11])=[O:8])[CH2:4]1)#[N:2].CCN(S(F)(F)[F:22])CC.C([O-])(O)=O.[Na+]. (3) Given the product [CH3:23][O:24][C:25]1[CH:32]=[CH:31][CH:30]=[CH:29][C:26]=1[CH2:27][NH:28][C:7]1[CH:8]=[C:9]2[C:4](=[CH:5][CH:6]=1)[N:3]=[C:2]([NH:22][CH2:21][CH2:20][O:13][C:14]1[CH:19]=[CH:18][CH:17]=[CH:16][CH:15]=1)[CH:11]=[CH:10]2, predict the reactants needed to synthesize it. The reactants are: Cl[C:2]1[CH:11]=[CH:10][C:9]2[C:4](=[CH:5][CH:6]=[C:7](Cl)[CH:8]=2)[N:3]=1.[O:13]([CH2:20][CH2:21][NH2:22])[C:14]1[CH:19]=[CH:18][CH:17]=[CH:16][CH:15]=1.[CH3:23][O:24][C:25]1[CH:32]=[CH:31][CH:30]=[CH:29][C:26]=1[CH2:27][NH2:28]. (4) Given the product [Cl:25][C:2]([Cl:1])([Cl:24])[CH2:3][O:4][C:5]([N:7]1[CH2:12][C:11]([NH2:13])=[N:10][C:9]([CH:21]([F:23])[F:22])([C:14]2[CH:19]=[C:18]([N+:26]([O-:28])=[O:27])[CH:17]=[CH:16][C:15]=2[F:20])[CH2:8]1)=[O:6], predict the reactants needed to synthesize it. The reactants are: [Cl:1][C:2]([Cl:25])([Cl:24])[CH2:3][O:4][C:5]([N:7]1[CH2:12][C:11]([NH2:13])=[N:10][C:9]([CH:21]([F:23])[F:22])([C:14]2[CH:19]=[CH:18][CH:17]=[CH:16][C:15]=2[F:20])[CH2:8]1)=[O:6].[N+:26]([O-])([O-:28])=[O:27].[K+].[OH-].[Na+].C([O-])([O-])=O.[Na+].[Na+]. (5) Given the product [Br:27][C:22]1[CH:23]=[C:24]2[C:19](=[CH:20][CH:21]=1)[N:18]=[C:17]([NH:1][C:2]1[CH:3]=[C:4]([CH2:14][OH:15])[CH:5]=[C:6]([C:8]3[CH:9]=[N:10][N:11]([CH3:13])[CH:12]=3)[CH:7]=1)[N:26]=[CH:25]2, predict the reactants needed to synthesize it. The reactants are: [NH2:1][C:2]1[CH:3]=[C:4]([CH2:14][OH:15])[CH:5]=[C:6]([C:8]2[CH:9]=[N:10][N:11]([CH3:13])[CH:12]=2)[CH:7]=1.Cl[C:17]1[N:26]=[CH:25][C:24]2[C:19](=[CH:20][CH:21]=[C:22]([Br:27])[CH:23]=2)[N:18]=1. (6) Given the product [Br:12][C:13]1[CH:14]=[C:15]([NH:19][C:20]2[C:29]3[C:24](=[CH:25][C:26]([O:11][CH2:10][CH2:9][CH2:8][N:5]4[CH2:6][CH2:7][O:2][CH2:3][CH2:4]4)=[C:27]([N+:30]([O-:32])=[O:31])[CH:28]=3)[N:23]=[CH:22][N:21]=2)[CH:16]=[CH:17][CH:18]=1, predict the reactants needed to synthesize it. The reactants are: [Na].[O:2]1[CH2:7][CH2:6][N:5]([CH2:8][CH2:9][CH2:10][OH:11])[CH2:4][CH2:3]1.[Br:12][C:13]1[CH:14]=[C:15]([NH:19][C:20]2[C:29]3[C:24](=[CH:25][C:26](F)=[C:27]([N+:30]([O-:32])=[O:31])[CH:28]=3)[N:23]=[CH:22][N:21]=2)[CH:16]=[CH:17][CH:18]=1. (7) Given the product [Cl:1][C:2]1[CH:3]=[CH:4][C:5]([O:38][CH:39]([F:40])[F:41])=[C:6]([C:8]2[C:12]([NH:13][C:14]([C:16]3[CH:17]=[N:18][N:19]4[CH:24]=[CH:23][CH:22]=[N:21][C:20]=34)=[O:15])=[CH:11][N:10]([CH2:25][C:26](=[O:27])[N:28]3[CH2:29][CH2:30][C:31](=[O:32])[CH2:36][CH2:37]3)[N:9]=2)[CH:7]=1, predict the reactants needed to synthesize it. The reactants are: [Cl:1][C:2]1[CH:3]=[CH:4][C:5]([O:38][CH:39]([F:41])[F:40])=[C:6]([C:8]2[C:12]([NH:13][C:14]([C:16]3[CH:17]=[N:18][N:19]4[CH:24]=[CH:23][CH:22]=[N:21][C:20]=34)=[O:15])=[CH:11][N:10]([CH2:25][C:26]([N:28]3[CH2:37][CH2:36][C:31]4(OCC[O:32]4)[CH2:30][CH2:29]3)=[O:27])[N:9]=2)[CH:7]=1.Cl.C([O-])([O-])=O.[Na+].[Na+].